Dataset: Experimentally validated miRNA-target interactions with 360,000+ pairs, plus equal number of negative samples. Task: Binary Classification. Given a miRNA mature sequence and a target amino acid sequence, predict their likelihood of interaction. (1) The miRNA is hsa-miR-5582-3p with sequence UAAAACUUUAAGUGUGCCUAGG. The protein sequence of the target gene is MLSHGAGLALWITLSLLQTGLAEPERCNFTLAESKASSHSVSIQWRILGSPCNFSLIYSSDTLGAALCPTFRIDNTTYGCNLQDLQAGTIYNFRIISLDEERTVVLQTDPLPPARFGVSKEKTTSTSLHVWWTPSSGKVTSYEVQLFDENNQKIQGVQIQESTSWNEYTFFNLTAGSKYNIAITAVSGGKRSFSVYTNGSTVPSPVKDIGISTKANSLLISWSHGSGNVERYRLMLMDKGILVHGGVVDKHATSYAFHGLTPGYLYNLTVMTEAAGLQNYRWKLVRTAPMEVSNLKVTND.... Result: 1 (interaction). (2) The miRNA is mmu-miR-669n with sequence AUUUGUGUGUGGAUGUGUGU. The protein sequence of the target gene is MKNEIAAVVFFFTRLVRKHDKLKKEAVERFAEKLTLILQEKYKNHWYPEKPSKGQAYRCIRVNKFQRVDPDVLKACENSCILYSDLGLPKELTLWVDPCEVCCRYGEKNNAFIVASFENKDENKDEISRKVTRALDKVTSDYHSGSSSSDEETSKEMEVKPSSVTAAASPVYQISELIFPPLPMWHPLPRKKPGMYRGNGHQNHYPPPVPFGYPNQGRKNKPYRPIPVTWVPPPGMHCDRNHWINPHMLAPH. Result: 0 (no interaction). (3) The miRNA is hsa-miR-6859-3p with sequence UGACCCCCAUGUCGCCUCUGUAG. The protein sequence of the target gene is MSHEKSFLVSGDNYPPPNPGYPGGPQPPMPPYAQPPYPGAPYPQPPFQPSPYGQPGYPHGPSPYPQGGYPQGPYPQGGYPQGPYPQEGYPQGPYPQGGYPQGPYPQSPFPPNPYGQPQVFPGQDPDSPQHGNYQEEGPPSYYDNQDFPATNWDDKSIRQAFIRKVFLVLTLQLSVTLSTVSVFTFVAEVKGFVRENVWTYYVSYAVFFISLIVLSCCGDFRRKHPWNLVALSVLTASLSYMVGMIASFYNTEAVIMAVGITTAVCFTVVIFSMQTRYDFTSCMGVLLVSMVVLFIFAILC.... Result: 1 (interaction). (4) The miRNA is hsa-miR-7112-5p with sequence ACGGGCAGGGCAGUGCACCCUG. The protein sequence of the target gene is MHRLIFVYTLICANFCSCRDTSATPQSASIKALRNANLRRDESNHLTDLYRRDETIQVKGNGYVQSPRFPNSYPRNLLLTWRLHSQENTRIQLVFDNQFGLEEAENDICRYDFVEVEDISETSTIIRGRWCGHKEVPPRIKSRTNQIKITFKSDDYFVAKPGFKIYYSLLEDFQPAAASETNWESVTSSISGVSYNSPSVTDPTLIADALDKKIAEFDTVEDLLKYFNPESWQEDLENMYLDTPRYRGRSYHDRKSKVDLDRLNDDAKRYSCTPRNYSVNIREELKLANVVFFPRCLLVQ.... Result: 0 (no interaction). (5) The miRNA is hsa-miR-3177-5p with sequence UGUGUACACACGUGCCAGGCGCU. The protein sequence of the target gene is MKPSIAEMLHRGRMLWIILLSTIALGWTTPIPLIEDSEEIDEPCFDPCYCEVKESLFHIHCDSKGFTNISQITEFWSRPFKLYLQRNSMRKLYTNSFLHLNNAVSINLGNNALQDIQTGAFNGLKILKRLYLHENKLDVFRNDTFLGLESLEYLQADYNVIKRIESGAFRNLSKLRVLILNDNLIPMLPTNLFKAVSLTHLDLRGNRLKVLFYRGMLDHIGRSLMELQLEENPWNCTCEIVQLKSWLERIPYTALVGDITCETPFHFHGKDLREIRKTELCPLLSDSEVEASLGIPHSSS.... Result: 1 (interaction). (6) The miRNA is hsa-miR-663a with sequence AGGCGGGGCGCCGCGGGACCGC. The protein sequence of the target gene is MPMWAGGVGSPRRGMAPASTDDLFARKLRQPARPPLTPHTFEPRPVRGPLLRSGSDAGEARPPTPASPRARAHSHEEASRPAATSTRLFTDPLALLGLPAEEPEPAFPPVLEPRWFAHYDVQSLLFDWAPRSQGMGSHSEASSGTLASAEDQAASSDLLHGAPGFVCELGGEGELGLGGPASPPVPPALPNAAVSILEEPQNRTSAYSLEHADLGAGYYRKYFYGKEHQNFFGMDESLGPVAVSLRREEKEGSGGGTLHSYRVIVRTTQLRTLRGTISEDALPPGPPRGLSPRKLLEHVA.... Result: 1 (interaction). (7) The miRNA is hsa-miR-8066 with sequence CAAUGUGAUCUUUUGGAUGUA. The protein sequence of the target gene is MVLTIPTIASVAPVNCELSLDSGRCIKYVATRNSNPKNHVAEELPIMRKNSHQDHHDDWEGVNTICHTIDNIVNVEMETDFFDGKSVLEIGFVTGLPSVYAFENGAEEIAMHTMDKTSLELYCRPTLKRNNIPMIKTKVSCGTIEEAMKFLGGKKFDIILAPDLLNRQEAEFDLVHEILHQGLSYDGICLFSCRTHYANVDGSLTAFLQLVKRRREFEAIERWSSPRTDIIQQKVFQLTRSLF. Result: 0 (no interaction).